Dataset: Reaction yield outcomes from USPTO patents with 853,638 reactions. Task: Predict the reaction yield, written as a fraction of the theoretical maximum amount of product (1.0 means a 100% yield; for example, 0.34 means a 34% yield). (1) The yield is 0.820. The reactants are [F:1][C:2]([F:7])([F:6])[C:3](O)=[O:4].[CH2:8]1[C:16]2[C:11](=[CH:12][CH:13]=[CH:14][CH:15]=2)[CH2:10][CH:9]1[NH2:17].CCN(CC)CC. The product is [F:1][C:2]([F:7])([F:6])[C:3]([NH:17][CH:9]1[CH2:10][C:11]2[C:16](=[CH:15][CH:14]=[CH:13][CH:12]=2)[CH2:8]1)=[O:4]. The catalyst is C1COCC1. (2) No catalyst specified. The reactants are Cl[C:2]1[O:6][N:5]=[C:4]([C:7]2[CH:12]=[CH:11][CH:10]=[CH:9][CH:8]=2)[C:3]=1[C:13]1[O:17][C:16]([C:18]2[CH:23]=[CH:22][C:21]([N:24]3[CH2:29][CH2:28][O:27][CH2:26][CH2:25]3)=[CH:20][C:19]=2[O:30][CH3:31])=[N:15][N:14]=1.[NH:32]1[CH:36]=[CH:35][CH:34]=[N:33]1. The yield is 0.790. The product is [CH3:31][O:30][C:19]1[CH:20]=[C:21]([N:24]2[CH2:29][CH2:28][O:27][CH2:26][CH2:25]2)[CH:22]=[CH:23][C:18]=1[C:16]1[O:17][C:13]([C:3]2[C:4]([C:7]3[CH:12]=[CH:11][CH:10]=[CH:9][CH:8]=3)=[N:5][O:6][C:2]=2[N:32]2[CH:36]=[CH:35][CH:34]=[N:33]2)=[N:14][N:15]=1. (3) The reactants are [Br:1][C:2]1[CH:3]=[CH:4][C:5]([NH:14][CH2:15][C:16]2[CH:21]=[CH:20][C:19]([O:22][CH3:23])=[CH:18][CH:17]=2)=[C:6]([C:8](=[O:13])[C:9]([F:12])([F:11])[F:10])[CH:7]=1.[Cl-].[NH4+].C(N([CH2:31][CH3:32])CC)C.Cl[C:34](Cl)([O:36]C(=O)OC(Cl)(Cl)Cl)Cl.C(=O)([O-])O.[Na+]. The catalyst is C1COCC1.C([Mg]Br)=C.C(OCC)(=O)C.C1(C)C=CC=CC=1. The product is [Br:1][C:2]1[CH:3]=[CH:4][C:5]2[N:14]([CH2:15][C:16]3[CH:17]=[CH:18][C:19]([O:22][CH3:23])=[CH:20][CH:21]=3)[C:34](=[O:36])[O:13][C:8]([C:9]([F:12])([F:11])[F:10])([CH:31]=[CH2:32])[C:6]=2[CH:7]=1. The yield is 0.830. (4) The product is [Cl:1][C:2]1[N:7]=[C:6]([NH2:8])[C:5]([NH2:9])=[CH:4][C:3]=1[C:16]1[CH:15]=[CH:14][CH:13]=[C:12]([Cl:11])[C:17]=1[Cl:18]. The reactants are [Cl:1][C:2]1[N:7]=[C:6]([NH2:8])[C:5]([NH2:9])=[CH:4][C:3]=1I.[Cl:11][C:12]1[C:17]([Cl:18])=[CH:16][CH:15]=[CH:14][C:13]=1B(O)O.C(=O)([O-])[O-].[Na+].[Na+]. The yield is 0.750. The catalyst is O.O1CCOCC1.C1C=CC([P]([Pd]([P](C2C=CC=CC=2)(C2C=CC=CC=2)C2C=CC=CC=2)([P](C2C=CC=CC=2)(C2C=CC=CC=2)C2C=CC=CC=2)[P](C2C=CC=CC=2)(C2C=CC=CC=2)C2C=CC=CC=2)(C2C=CC=CC=2)C2C=CC=CC=2)=CC=1. (5) The reactants are [CH:1]1(P(C2CCCCC2)C2CCCCC2)[CH2:6]CCC[CH2:2]1.[C:20]([O-:23])(=O)[CH3:21].[K+].[O:25]1CCO[BH:26]1.Br[C:31]1[CH:36]=[CH:35][C:34]([C:37]([OH:46])([C:42]([F:45])([F:44])[F:43])[C:38]([F:41])([F:40])[F:39])=[CH:33][CH:32]=1.O1CCOC[CH2:48]1. The catalyst is C1C=CC(/C=C/C(/C=C/C2C=CC=CC=2)=O)=CC=1.C1C=CC(/C=C/C(/C=C/C2C=CC=CC=2)=O)=CC=1.[Pd]. The product is [F:39][C:38]([F:41])([F:40])[C:37]([C:34]1[CH:35]=[CH:36][C:31]([B:26]2[O:25][C:1]([CH3:6])([CH3:2])[C:20]([CH3:21])([CH3:48])[O:23]2)=[CH:32][CH:33]=1)([OH:46])[C:42]([F:45])([F:44])[F:43]. The yield is 0.380. (6) The reactants are CN(C(ON1N=NC2C=CC=NC1=2)=[N+](C)C)C.F[P-](F)(F)(F)(F)F.[NH2:25][CH2:26][C:27]1[C:28]([F:44])=[C:29]([O:34][C:35]2[CH:36]=[C:37]([CH:40]=[C:41]([Cl:43])[CH:42]=2)[C:38]#[N:39])[C:30]([Cl:33])=[CH:31][CH:32]=1.[CH3:45][C:46]([O:49][C:50]([NH:52][C:53]1[CH:54]=[C:55]2[C:59](=[CH:60][CH:61]=1)[NH:58][C:57]([C:62](O)=[O:63])=[CH:56]2)=[O:51])([CH3:48])[CH3:47].C(N(C(C)C)CC)(C)C. The catalyst is CN(C=O)C. The product is [Cl:33][C:30]1[CH:31]=[CH:32][C:27]([CH2:26][NH:25][C:62]([C:57]2[NH:58][C:59]3[C:55]([CH:56]=2)=[CH:54][C:53]([NH:52][C:50](=[O:51])[O:49][C:46]([CH3:47])([CH3:45])[CH3:48])=[CH:61][CH:60]=3)=[O:63])=[C:28]([F:44])[C:29]=1[O:34][C:35]1[CH:36]=[C:37]([C:38]#[N:39])[CH:40]=[C:41]([Cl:43])[CH:42]=1. The yield is 0.490. (7) The reactants are [N+:1]([C:4]1[CH:5]=[C:6]([C:10]2[O:11][C:12]3[CH:13]=[N:14][CH:15]=[CH:16][C:17]=3[N:18]=2)[CH:7]=[CH:8][CH:9]=1)([O-])=O.[NH4+].[Cl-]. The catalyst is CO.O.[Fe]. The product is [N:18]1[C:17]2[CH:16]=[CH:15][N:14]=[CH:13][C:12]=2[O:11][C:10]=1[C:6]1[CH:5]=[C:4]([NH2:1])[CH:9]=[CH:8][CH:7]=1. The yield is 0.310.